Dataset: Reaction yield outcomes from USPTO patents with 853,638 reactions. Task: Predict the reaction yield, written as a fraction of the theoretical maximum amount of product (1.0 means a 100% yield; for example, 0.34 means a 34% yield). (1) The reactants are [CH3:1][O:2][C:3]1[CH:8]=[C:7]([O:9][CH3:10])[C:6]([O:11][CH3:12])=[CH:5][C:4]=1[O:13][CH3:14].CN(C)CCN(C)C.[CH2:23]([Li])[CH2:24][CH2:25][CH3:26].Br[CH2:29][CH2:30][CH2:31][CH2:32][CH2:33][CH2:34][CH2:35][CH2:36][CH2:37][CH2:38][CH2:39][CH2:40]C. The catalyst is C1COCC1. The product is [CH2:26]([C:5]1[C:6]([O:11][CH3:12])=[C:7]([O:9][CH3:10])[CH:8]=[C:3]([O:2][CH3:1])[C:4]=1[O:13][CH3:14])[CH2:25][CH2:24][CH2:23][CH2:40][CH2:39][CH2:38][CH2:37][CH2:36][CH2:35][CH2:34][CH2:33][CH2:32][CH2:31][CH2:30][CH3:29]. The yield is 0.800. (2) The reactants are [Cl:1][C:2]1[CH:14]=[CH:13][C:5]([C:6]([CH2:8][CH2:9][C:10]([OH:12])=O)=[O:7])=[CH:4][CH:3]=1.ON1C2C=CC=CC=2N=N1.CCN=C=NCCCN(C)C.Cl.[CH:37]1([N:42]2[CH2:47][CH2:46][NH:45][CH2:44][CH2:43]2)[CH2:41][CH2:40][CH2:39][CH2:38]1. The catalyst is CN(C=O)C.C(Cl)Cl. The product is [ClH:1].[Cl:1][C:2]1[CH:3]=[CH:4][C:5]([C:6](=[O:7])[CH2:8][CH2:9][C:10]([N:45]2[CH2:46][CH2:47][N:42]([CH:37]3[CH2:41][CH2:40][CH2:39][CH2:38]3)[CH2:43][CH2:44]2)=[O:12])=[CH:13][CH:14]=1. The yield is 0.540. (3) The reactants are [CH3:1][O:2][C:3]1[CH:4]=[C:5]([N:13](C(OC(C)(C)C)=O)[NH2:14])[CH:6]=[CH:7][C:8]=1[C:9]([O:11][CH3:12])=[O:10].[ClH:22]. The catalyst is O1CCOCC1. The product is [ClH:22].[NH:13]([C:5]1[CH:6]=[CH:7][C:8]([C:9]([O:11][CH3:12])=[O:10])=[C:3]([O:2][CH3:1])[CH:4]=1)[NH2:14]. The yield is 0.920. (4) The reactants are [F:1][C:2]1[CH:7]=[CH:6][CH:5]=[CH:4][C:3]=1[CH2:8][C:9]([C:11]1[CH:16]=[CH:15][CH:14]=[CH:13][CH:12]=1)=O.[CH2:17]([O:19][C:20]1[CH:21]=[C:22]([CH:25]=[C:26]([N+:29]([O-:31])=[O:30])[C:27]=1[OH:28])[CH:23]=O)[CH3:18].[NH2:32][C:33]([NH2:35])=[O:34].Cl. The catalyst is C(O)C. The product is [CH2:17]([O:19][C:20]1[CH:21]=[C:22]([CH:23]2[C:8]([C:3]3[CH:4]=[CH:5][CH:6]=[CH:7][C:2]=3[F:1])=[C:9]([C:11]3[CH:16]=[CH:15][CH:14]=[CH:13][CH:12]=3)[NH:35][C:33](=[O:34])[NH:32]2)[CH:25]=[C:26]([N+:29]([O-:31])=[O:30])[C:27]=1[OH:28])[CH3:18]. The yield is 0.238. (5) The reactants are C[N:2]1[C:15]2[C:6](=[CH:7][CH:8]=[C:9]3[C:14]=2[N:13]=[CH:12][CH:11]=[CH:10]3)[CH:5]=[CH:4][C:3]1=O.P(Br)(Br)(Br)(Br)[Br:18].P(Br)(Br)(Br)=O.N. No catalyst specified. The product is [Br:18][C:3]1[CH:4]=[CH:5][C:6]2[C:15](=[C:14]3[C:9](=[CH:8][CH:7]=2)[CH:10]=[CH:11][CH:12]=[N:13]3)[N:2]=1. The yield is 0.940. (6) The reactants are [BrH:1].[CH3:2]/[C:3](/[CH2:12][CH2:13][CH:14]=[C:15]([CH3:17])[CH3:16])=[CH:4]\[CH2:5][CH2:6][C:7]([CH:9]1[CH2:11][CH2:10]1)=[CH2:8].S([O-])(OCCCCCCCCCCCC)(=O)=O.[Na+].O. The catalyst is COC(C)(C)C. The product is [Br:1][CH2:11][CH2:10]/[CH:9]=[C:7](\[CH3:8])/[CH2:6][CH2:5][CH:4]=[C:3]([CH3:2])[CH2:12][CH2:13][CH:14]=[C:15]([CH3:17])[CH3:16]. The yield is 0.720. (7) The reactants are [CH2:1]([O:8][C:9]1[CH:14]=[C:13]([CH3:15])[N:12]([C:16]2[C:21]([F:22])=[CH:20][CH:19]=[CH:18][C:17]=2[F:23])[C:11](=[O:24])[CH:10]=1)[C:2]1[CH:7]=[CH:6][CH:5]=[CH:4][CH:3]=1.[Br:25]N1C(=O)CCC1=O. The catalyst is C(Cl)Cl.C(OCC)(=O)C. The product is [CH2:1]([O:8][C:9]1[CH:14]=[C:13]([CH3:15])[N:12]([C:16]2[C:17]([F:23])=[CH:18][CH:19]=[CH:20][C:21]=2[F:22])[C:11](=[O:24])[C:10]=1[Br:25])[C:2]1[CH:7]=[CH:6][CH:5]=[CH:4][CH:3]=1. The yield is 0.910. (8) The product is [O:21]1[C:15]2[CH:14]=[CH:19][CH:18]=[CH:12][C:11]=2[N:10]=[C:9]1[NH2:8]. The yield is 0.920. The catalyst is C1COCC1. The reactants are [N:8]1(C([N:8]2[CH:12]=[CH:11][N:10]=[CH:9]2)=N)[CH:12]=[CH:11][N:10]=[CH:9]1.N[C:14]1[CH:19]=[CH:18]C(C)=C[C:15]=1[OH:21]. (9) The reactants are F[C:2]1[CH:7]=[CH:6][C:5]([C:8]2[O:9][C:10]([C:13]3[C:14]([C:19]4[CH:24]=[CH:23][CH:22]=[CH:21][CH:20]=4)=[N:15][O:16][C:17]=3[CH3:18])=[N:11][N:12]=2)=[C:4]([O:25][CH3:26])[CH:3]=1.[CH3:27][C:28]1[NH:29][CH:30]=[CH:31][N:32]=1. No catalyst specified. The product is [CH3:26][O:25][C:4]1[CH:3]=[C:2]([N:29]2[CH:30]=[CH:31][N:32]=[C:28]2[CH3:27])[CH:7]=[CH:6][C:5]=1[C:8]1[O:9][C:10]([C:13]2[C:14]([C:19]3[CH:24]=[CH:23][CH:22]=[CH:21][CH:20]=3)=[N:15][O:16][C:17]=2[CH3:18])=[N:11][N:12]=1. The yield is 0.120.